This data is from Peptide-MHC class I binding affinity with 185,985 pairs from IEDB/IMGT. The task is: Regression. Given a peptide amino acid sequence and an MHC pseudo amino acid sequence, predict their binding affinity value. This is MHC class I binding data. (1) The peptide sequence is RAFDIYNEK. The MHC is HLA-A68:01 with pseudo-sequence HLA-A68:01. The binding affinity (normalized) is 0.452. (2) The peptide sequence is IIYERDFSY. The MHC is HLA-A02:01 with pseudo-sequence HLA-A02:01. The binding affinity (normalized) is 0.0847. (3) The binding affinity (normalized) is 0.0847. The peptide sequence is YLFQWNDNV. The MHC is HLA-B18:01 with pseudo-sequence HLA-B18:01. (4) The peptide sequence is SPAIFQYTM. The MHC is HLA-A02:03 with pseudo-sequence HLA-A02:03. The binding affinity (normalized) is 0.0709.